Dataset: Full USPTO retrosynthesis dataset with 1.9M reactions from patents (1976-2016). Task: Predict the reactants needed to synthesize the given product. (1) Given the product [Cl:1][C:2]1[CH:18]=[CH:17][C:5]([CH2:6][NH:7][C:8]([C:10]2([C:13]([F:16])([F:15])[F:14])[CH2:12][CH2:11]2)=[O:9])=[CH:4][C:3]=1[NH:19][C:20]1[N:34]([CH3:35])[C:24]2[CH:25]=[C:26]([O:32][CH3:33])[C:27]([C:28]([OH:30])=[O:29])=[CH:31][C:23]=2[N:22]=1, predict the reactants needed to synthesize it. The reactants are: [Cl:1][C:2]1[CH:18]=[CH:17][C:5]([CH2:6][NH:7][C:8]([C:10]2([C:13]([F:16])([F:15])[F:14])[CH2:12][CH2:11]2)=[O:9])=[CH:4][C:3]=1[N:19]=[C:20]=S.[NH2:22][C:23]1[C:24]([NH:34][CH3:35])=[CH:25][C:26]([O:32][CH3:33])=[C:27]([CH:31]=1)[C:28]([OH:30])=[O:29].FC(F)(F)C(=N[Si](C)(C)C)O[Si](C)(C)C.CC(C)N=C=NC(C)C. (2) The reactants are: [NH:1]1[CH2:5][CH2:4][CH2:3][C@H:2]1[CH2:6][N:7]1[CH2:11][CH2:10][CH2:9][CH2:8]1.CN1CCOCC1.[Br:19][C:20]1[CH:28]=[CH:27][C:23]([C:24](Cl)=[O:25])=[C:22]([F:29])[CH:21]=1. Given the product [Br:19][C:20]1[CH:28]=[CH:27][C:23]([C:24]([N:1]2[CH2:5][CH2:4][CH2:3][CH:2]2[CH2:6][N:7]2[CH2:11][CH2:10][CH2:9][CH2:8]2)=[O:25])=[C:22]([F:29])[CH:21]=1, predict the reactants needed to synthesize it. (3) The reactants are: [F:1][C:2]([F:30])([C:20]1[CH:21]=[N:22][C:23]([C:26]([F:29])([F:28])[F:27])=[CH:24][CH:25]=1)[CH2:3][N:4]1[CH2:9][CH2:8][CH:7]([NH:10][C:11]2[C:12]3[CH:19]=[CH:18][NH:17][C:13]=3[N:14]=[CH:15][N:16]=2)[CH2:6][CH2:5]1.[ClH:31].CCOCC. Given the product [ClH:31].[F:30][C:2]([F:1])([C:20]1[CH:21]=[N:22][C:23]([C:26]([F:28])([F:29])[F:27])=[CH:24][CH:25]=1)[CH2:3][N:4]1[CH2:9][CH2:8][CH:7]([NH:10][C:11]2[C:12]3[CH:19]=[CH:18][NH:17][C:13]=3[N:14]=[CH:15][N:16]=2)[CH2:6][CH2:5]1, predict the reactants needed to synthesize it. (4) Given the product [CH2:27]([N:29]([N:21]1[CH2:22][CH2:23][O:24][CH2:25][CH2:26]1)[C:2]1[C:3]([C:14]([F:17])([F:16])[F:15])=[CH:4][C:5]([N+:11]([O-:13])=[O:12])=[CH:6][C:7]=1[N+:8]([O-:10])=[O:9])[CH3:28], predict the reactants needed to synthesize it. The reactants are: Cl[C:2]1[C:7]([N+:8]([O-:10])=[O:9])=[CH:6][C:5]([N+:11]([O-:13])=[O:12])=[CH:4][C:3]=1[C:14]([F:17])([F:16])[F:15].NCC[N:21]1[CH2:26][CH2:25][O:24][CH2:23][CH2:22]1.[CH2:27]([N:29](CC)CC)[CH3:28].O. (5) Given the product [CH2:1]([N:3]([CH2:29][C:30]1[CH:31]=[CH:32][C:33]([O:36][CH2:39][CH2:40][N:42]2[CH2:46][CH2:45][CH2:44][CH2:43]2)=[CH:34][CH:35]=1)[C:4]1[CH:9]=[C:8]([O:10][CH3:11])[CH:7]=[CH:6][C:5]=1[C@H:12]1[CH2:21][CH2:20][C:19]2[CH:18]=[C:17]([OH:22])[CH:16]=[CH:15][C:14]=2[CH2:13]1)[CH3:2], predict the reactants needed to synthesize it. The reactants are: [CH2:1]([N:3]([C:29](=O)[C:30]1[CH:35]=[CH:34][C:33]([OH:36])=[CH:32][CH:31]=1)[C:4]1[CH:9]=[C:8]([O:10][CH3:11])[CH:7]=[CH:6][C:5]=1[C@H:12]1[CH2:21][CH2:20][C:19]2[CH:18]=[C:17]([O:22]C(=O)C(C)(C)C)[CH:16]=[CH:15][C:14]=2[CH2:13]1)[CH3:2].Cl[CH2:39][C:40]([N:42]1[CH2:46][CH2:45][CH2:44][CH2:43]1)=O. (6) Given the product [OH:21][C:19]1[C:20]2[C:12]([C:4]3[S:5][C:6]([C:7]#[C:8][CH2:9][O:10][CH3:11])=[C:2]([CH:27]=[CH2:28])[CH:3]=3)=[CH:13][S:14][C:15]=2[NH:16][C:17](=[O:24])[C:18]=1[C:22]#[N:23], predict the reactants needed to synthesize it. The reactants are: Br[C:2]1[CH:3]=[C:4]([C:12]2[C:20]3[C:19]([OH:21])=[C:18]([C:22]#[N:23])[C:17](=[O:24])[NH:16][C:15]=3[S:14][CH:13]=2)[S:5][C:6]=1[C:7]#[C:8][CH2:9][O:10][CH3:11].CO[CH2:27][CH2:28]OC.C([Sn](CCCC)(CCCC)CCCC)=C. (7) Given the product [CH:20]1([NH:11][C:9]2[CH:10]=[C:2]([Cl:1])[CH:3]=[C:4]3[C:8]=2[NH:7][CH:6]=[C:5]3[C:14]2[CH:19]=[CH:18][CH:17]=[CH:16][CH:15]=2)[CH2:24][CH2:23][CH2:22][CH2:21]1, predict the reactants needed to synthesize it. The reactants are: [Cl:1][C:2]1[CH:3]=[C:4]2[C:8](=[C:9]([N+:11]([O-])=O)[CH:10]=1)[NH:7][CH:6]=[C:5]2[C:14]1[CH:19]=[CH:18][CH:17]=[CH:16][CH:15]=1.[C:20]1(=O)[CH2:24][CH2:23][CH2:22][CH2:21]1. (8) Given the product [C:1]([O:4][CH2:5][CH:6]1[C:17]2=[C:18]3[C:23](=[C:24]([O:26][CH2:27][C:28]4[CH:33]=[CH:32][CH:31]=[CH:30][CH:29]=4)[CH:25]=[C:16]2[N:8]([C:9]([O:11][C:12]([CH3:15])([CH3:14])[CH3:13])=[O:10])[CH2:7]1)[N:22]=[CH:21][CH:20]=[CH:19]3)(=[O:3])[CH3:2], predict the reactants needed to synthesize it. The reactants are: [C:1]([O:4][CH:5]=[CH:6][CH2:7][N:8]([C:16]1[C:17](I)=[C:18]2[C:23](=[C:24]([O:26][CH2:27][C:28]3[CH:33]=[CH:32][CH:31]=[CH:30][CH:29]=3)[CH:25]=1)[N:22]=[CH:21][CH:20]=[CH:19]2)[C:9]([O:11][C:12]([CH3:15])([CH3:14])[CH3:13])=[O:10])(=[O:3])[CH3:2].CC(N=NC(C#N)(C)C)(C#N)C.CCCC[SnH](CCCC)CCCC. (9) Given the product [C:38]([NH:37][C:30]1[NH:31][C:32](=[O:36])[C:33]2[N:34]=[CH:35][N:27]([CH:13]3[O:12][CH:11]([CH:10]=[CH:9][P:4]([OH:5])([OH:6])=[O:3])[CH:15]([O:16][C:17](=[O:24])[C:18]4[CH:19]=[CH:20][CH:21]=[CH:22][CH:23]=4)[CH:14]3[O:25][CH3:26])[C:28]=2[N:29]=1)(=[O:42])[CH:39]([CH3:40])[CH3:41], predict the reactants needed to synthesize it. The reactants are: C([O:3][P:4]([CH:9]=[CH:10][CH:11]1[CH:15]([O:16][C:17](=[O:24])[C:18]2[CH:23]=[CH:22][CH:21]=[CH:20][CH:19]=2)[CH:14]([O:25][CH3:26])[CH:13]([N:27]2[CH:35]=[N:34][C:33]3[C:32](=[O:36])[NH:31][C:30]([NH:37][C:38](=[O:42])[CH:39]([CH3:41])[CH3:40])=[N:29][C:28]2=3)[O:12]1)([O:6]CC)=[O:5])C.N1C(C)=CC=CC=1C.C[Si](Br)(C)C.